Dataset: Drug-target binding data from BindingDB using IC50 measurements. Task: Regression. Given a target protein amino acid sequence and a drug SMILES string, predict the binding affinity score between them. We predict pIC50 (pIC50 = -log10(IC50 in M); higher means more potent). Dataset: bindingdb_ic50. The small molecule is CCc1nc2ccc(N3CCC(O)C3)nn2c1N(C)c1nc(-c2ccc(F)cc2)cs1. The target protein (Q9R1E6) has sequence MARQGCFGSYQVISLFTFAIGVNLCLGFTASRIKRAEWDEGPPTVLSDSPWTNTSGSCKGRCFELQEVGPPDCRCDNLCKSYSSCCHDFDELCLKTARGWECTKDRCGEVRNEENACHCSEDCLSRGDCCTNYQVVCKGESHWVDDDCEEIRVPECPAGFVRPPLIIFSVDGFRASYMKKGSKVMPNIEKLRSCGTHAPYMRPVYPTKTFPNLYTLATGLYPESHGIVGNSMYDPVFDATFHLRGREKFNHRWWGGQPLWITATKQGVRAGTFFWSVSIPHERRILTILQWLSLPDNERPSVYAFYSEQPDFSGHKYGPFGPEMTNPLREIDKTVGQLMDGLKQLKLHRCVNVIFVGDHGMEDVTCDRTEFLSNYLTNVDDITLVPGTLGRIRPKIPNNLKYDPKAIIANLTCKKPDQHFKPYMKQHLPKRLHYANNRRIEDLHLLVERRWHVARKPLDVYKKPSGKCFFQGDHGFDNKVNSMQTVFVGYGPTFKYRTKV.... The pIC50 is 7.3.